From a dataset of Reaction yield outcomes from USPTO patents with 853,638 reactions. Predict the reaction yield, written as a fraction of the theoretical maximum amount of product (1.0 means a 100% yield; for example, 0.34 means a 34% yield). (1) The reactants are Cl[CH2:2][CH2:3][CH2:4][N:5]1[C:14]2[C:9](=[CH:10][C:11]([CH3:16])=[C:12]([F:15])[CH:13]=2)[CH2:8][CH2:7][C:6]1=[O:17].[CH2:18]([CH:22]1[CH2:27][CH2:26][NH:25][CH2:24][CH2:23]1)[CH2:19][CH2:20][CH3:21].[Na+].[I-].C([O-])([O-])=O.[K+].[K+]. The catalyst is CC#N. The product is [CH2:18]([CH:22]1[CH2:27][CH2:26][N:25]([CH2:2][CH2:3][CH2:4][N:5]2[C:14]3[C:9](=[CH:10][C:11]([CH3:16])=[C:12]([F:15])[CH:13]=3)[CH2:8][CH2:7][C:6]2=[O:17])[CH2:24][CH2:23]1)[CH2:19][CH2:20][CH3:21]. The yield is 0.340. (2) The reactants are [Br:1][C:2]1[CH:3]=[C:4]2[C:10](I)=[CH:9][N:8]([S:12]([C:15]3[CH:20]=[CH:19][C:18]([CH3:21])=[CH:17][CH:16]=3)(=[O:14])=[O:13])[C:5]2=[N:6][CH:7]=1.[CH3:22][O:23][C:24]1[CH:29]=[CH:28][CH:27]=[CH:26][C:25]=1B(O)O.C(#N)C.C([O-])([O-])=O.[Na+].[Na+]. The catalyst is CCOC(C)=O.Cl[Pd](Cl)([P](C1C=CC=CC=1)(C1C=CC=CC=1)C1C=CC=CC=1)[P](C1C=CC=CC=1)(C1C=CC=CC=1)C1C=CC=CC=1. The product is [Br:1][C:2]1[CH:3]=[C:4]2[C:10]([C:25]3[CH:26]=[CH:27][CH:28]=[CH:29][C:24]=3[O:23][CH3:22])=[CH:9][N:8]([S:12]([C:15]3[CH:20]=[CH:19][C:18]([CH3:21])=[CH:17][CH:16]=3)(=[O:14])=[O:13])[C:5]2=[N:6][CH:7]=1. The yield is 0.800. (3) The reactants are [CH2:1]([C:13]1[CH:19]=[CH:18][C:16]([NH2:17])=[CH:15][CH:14]=1)[CH2:2][CH2:3][CH2:4][CH2:5][CH2:6][CH2:7][CH2:8][CH2:9][CH2:10][CH2:11][CH3:12].[S-:20][C:21]#[N:22].[K+].BrBr.O. The catalyst is C(O)(=O)C. The product is [NH2:22][C:21]1[S:20][C:18]2[CH:19]=[C:13]([CH2:1][CH2:2][CH2:3][CH2:4][CH2:5][CH2:6][CH2:7][CH2:8][CH2:9][CH2:10][CH2:11][CH3:12])[CH:14]=[CH:15][C:16]=2[N:17]=1. The yield is 0.418. (4) The reactants are [CH3:1][N:2]([CH3:19])[CH2:3][CH2:4][N:5]1[CH2:11][CH2:10][CH2:9][C:8]2[NH:12][C:13]([CH:16]=O)=[C:14]([CH3:15])[C:7]=2[C:6]1=[O:18].[F:20][C:21]1[CH:22]=[C:23]2[C:27](=[CH:28][C:29]=1[NH:30][C:31](=[O:34])[CH2:32][OH:33])[NH:26][C:25](=[O:35])[CH2:24]2. No catalyst specified. The product is [CH3:1][N:2]([CH3:19])[CH2:3][CH2:4][N:5]1[CH2:11][CH2:10][CH2:9][C:8]2[NH:12][C:13](/[CH:16]=[C:24]3\[C:25](=[O:35])[NH:26][C:27]4[C:23]\3=[CH:22][C:21]([F:20])=[C:29]([NH:30][C:31](=[O:34])[CH2:32][OH:33])[CH:28]=4)=[C:14]([CH3:15])[C:7]=2[C:6]1=[O:18]. The yield is 0.834. (5) The reactants are [Cl:1][C:2]1[N:7]2[N:8]=[C:9]([C:23]3[CH:28]=[CH:27][C:26]([F:29])=[CH:25][CH:24]=3)[C:10]([C:11]3[CH:16]=[CH:15][N:14]=[C:13]([NH:17][CH:18]4[CH2:22][CH2:21][CH2:20][CH2:19]4)[N:12]=3)=[C:6]2[CH:5]=[CH:4][C:3]=1[C:30](OCC)([O:34]CC)[O:31][CH2:32][CH3:33].O.C1(C)C=CC(S(O)(=O)=O)=CC=1. The product is [Cl:1][C:2]1[N:7]2[N:8]=[C:9]([C:23]3[CH:28]=[CH:27][C:26]([F:29])=[CH:25][CH:24]=3)[C:10]([C:11]3[CH:16]=[CH:15][N:14]=[C:13]([NH:17][CH:18]4[CH2:22][CH2:21][CH2:20][CH2:19]4)[N:12]=3)=[C:6]2[CH:5]=[CH:4][C:3]=1[C:30]([O:31][CH2:32][CH3:33])=[O:34]. The catalyst is CC(C)=O.O. The yield is 0.540. (6) The reactants are Cl[C:2]1[N:7]=[C:6]([NH:8][C:9]2[CH:14]=[CH:13][CH:12]=[C:11]([OH:15])[CH:10]=2)[C:5]([F:16])=[CH:4][N:3]=1.[NH2:17][CH2:18][CH2:19][C:20]1[C:28]2[C:23](=[CH:24][CH:25]=[CH:26][CH:27]=2)[NH:22][CH:21]=1. No catalyst specified. The product is [F:16][C:5]1[C:6]([NH:8][C:9]2[CH:14]=[CH:13][CH:12]=[C:11]([OH:15])[CH:10]=2)=[N:7][C:2]([NH:17][CH2:18][CH2:19][C:20]2[C:28]3[C:23](=[CH:24][CH:25]=[CH:26][CH:27]=3)[NH:22][CH:21]=2)=[N:3][CH:4]=1. The yield is 0.530.